Dataset: Catalyst prediction with 721,799 reactions and 888 catalyst types from USPTO. Task: Predict which catalyst facilitates the given reaction. (1) Reactant: [OH:1][C:2]1([CH:13]2[CH2:18][N:17]([S:19]([C:22]3[CH:27]=[CH:26][CH:25]=[CH:24][C:23]=3[N+:28]([O-:30])=[O:29])(=[O:21])=[O:20])[CH2:16][CH2:15][NH:14]2)[CH2:5][N:4](C(OC(C)(C)C)=O)[CH2:3]1.Cl.O1CCOCC1. Product: [N+:28]([C:23]1[CH:24]=[CH:25][CH:26]=[CH:27][C:22]=1[S:19]([N:17]1[CH2:16][CH2:15][NH:14][CH:13]([C:2]2([OH:1])[CH2:5][NH:4][CH2:3]2)[CH2:18]1)(=[O:21])=[O:20])([O-:30])=[O:29]. The catalyst class is: 5. (2) Reactant: [C:1]([CH:4]1[CH2:9][CH2:8][N:7]([C:10]2[CH:17]=[CH:16][C:13]([C:14]#N)=[CH:12][CH:11]=2)[CH2:6][CH2:5]1)([OH:3])=[O:2].C(O)=[O:19]. Product: [C:1]([CH:4]1[CH2:9][CH2:8][N:7]([C:10]2[CH:17]=[CH:16][C:13]([CH:14]=[O:19])=[CH:12][CH:11]=2)[CH2:6][CH2:5]1)([OH:3])=[O:2]. The catalyst class is: 181. (3) Product: [Cl:1][C:2]1[CH:7]=[C:6]([F:8])[CH:5]=[CH:4][C:3]=1[N-:9][S:10]([C@@H:13]1[CH2:26][CH2:25][C:16]2([O:17][C@H:18]([CH2:23][OH:24])[C@@H:19]([CH2:21][OH:22])[O:20]2)[CH:15]=[C:14]1[C:27]([O:29][CH2:30][CH3:31])=[O:28])(=[O:12])=[O:11].[K+:43]. Reactant: [Cl:1][C:2]1[CH:7]=[C:6]([F:8])[CH:5]=[CH:4][C:3]=1[NH:9][S:10]([C@@H:13]1[CH2:26][CH2:25][C:16]2([O:20][C@H:19]([CH2:21][OH:22])[C@@H:18]([CH2:23][OH:24])[O:17]2)[CH:15]=[C:14]1[C:27]([O:29][CH2:30][CH3:31])=[O:28])(=[O:12])=[O:11].O.C(C(CCCC)C([O-])=O)C.[K+:43]. The catalyst class is: 13. (4) Reactant: ClCCl.[CH3:4][N:5]=[C:6]=[S:7].[Cl:8][C:9]1[CH:14]=[CH:13][C:12]([CH:15]([C:37]2[CH:42]=[CH:41][C:40]([Cl:43])=[CH:39][CH:38]=2)[N:16]2[CH2:19][C:18](=[CH:20][S:21]([CH2:24][C:25]3[CH:26]=[C:27]([N:31]4[CH2:36][CH2:35][NH:34][CH2:33][CH2:32]4)[CH:28]=[CH:29][CH:30]=3)(=[O:23])=[O:22])[CH2:17]2)=[CH:11][CH:10]=1. Product: [CH3:4][NH:5][C:6]([N:34]1[CH2:35][CH2:36][N:31]([C:27]2[CH:28]=[CH:29][CH:30]=[C:25]([CH2:24][S:21]([CH:20]=[C:18]3[CH2:17][N:16]([CH:15]([C:12]4[CH:11]=[CH:10][C:9]([Cl:8])=[CH:14][CH:13]=4)[C:37]4[CH:42]=[CH:41][C:40]([Cl:43])=[CH:39][CH:38]=4)[CH2:19]3)(=[O:22])=[O:23])[CH:26]=2)[CH2:32][CH2:33]1)=[S:7]. The catalyst class is: 6. (5) Reactant: [O:1]1[CH:5]=[CH:4][CH:3]=[C:2]1[CH:6]([CH:8]1[CH2:12][CH2:11][CH2:10][N:9]1C(OC(C)(C)C)=O)[OH:7].FC(F)(F)C(O)=O.[OH-].[Na+]. Product: [O:1]1[CH:5]=[CH:4][CH:3]=[C:2]1[CH:6]([CH:8]1[CH2:12][CH2:11][CH2:10][NH:9]1)[OH:7]. The catalyst class is: 4. (6) Reactant: [Cl:1][C:2]1[CH:3]=[CH:4][C:5]2[O:11][C:10]3[CH:12]=[CH:13][CH:14]=[CH:15][C:9]=3[N:8]=[C:7]([N:16]3[CH2:21][CH2:20][NH:19][CH2:18][CH2:17]3)[C:6]=2[CH:22]=1.CS([C:27]1[N:32]=[CH:31][C:30]([C:33]([O:35][CH2:36][CH3:37])=[O:34])=[CH:29][N:28]=1)(=O)=O. Product: [Cl:1][C:2]1[CH:3]=[CH:4][C:5]2[O:11][C:10]3[CH:12]=[CH:13][CH:14]=[CH:15][C:9]=3[N:8]=[C:7]([N:16]3[CH2:21][CH2:20][N:19]([C:27]4[N:28]=[CH:29][C:30]([C:33]([O:35][CH2:36][CH3:37])=[O:34])=[CH:31][N:32]=4)[CH2:18][CH2:17]3)[C:6]=2[CH:22]=1. The catalyst class is: 149.